Dataset: Forward reaction prediction with 1.9M reactions from USPTO patents (1976-2016). Task: Predict the product of the given reaction. (1) Given the reactants [C:1]1([C:7]2[CH:8]=[CH:9][C:10]3[N:11]([N:13]=[C:14]([NH2:16])[N:15]=3)[CH:12]=2)[CH:6]=[CH:5][CH:4]=[CH:3][CH:2]=1.Br[C:18]1[CH:23]=[CH:22][C:21]([C:24]2[CH:29]=[CH:28][CH:27]=[CH:26][N:25]=2)=[CH:20][CH:19]=1.CN(C1C(C2C(P(C3CCCCC3)C3CCCCC3)=CC=CC=2)=CC=CC=1)C, predict the reaction product. The product is: [C:1]1([C:7]2[CH:8]=[CH:9][C:10]3[N:11]([N:13]=[C:14]([NH:16][C:18]4[CH:19]=[CH:20][C:21]([C:24]5[CH:29]=[CH:28][CH:27]=[CH:26][N:25]=5)=[CH:22][CH:23]=4)[N:15]=3)[CH:12]=2)[CH:2]=[CH:3][CH:4]=[CH:5][CH:6]=1. (2) Given the reactants [CH:1]1([N:4]2[C:8]3[CH:9]=[CH:10][C:11](B(O)O)=[CH:12][C:7]=3[NH:6][C:5]2=[O:16])[CH2:3][CH2:2]1.Br[CH:18]=[C:19]1[C:25]2[CH:26]=[CH:27][CH:28]=[CH:29][C:24]=2[CH2:23][O:22][C:21]2[CH:30]=[C:31]([F:34])[CH:32]=[CH:33][C:20]1=2.C([O-])([O-])=O.[Na+].[Na+], predict the reaction product. The product is: [CH:1]1([N:4]2[C:8]3[CH:9]=[CH:10][C:11]([CH:18]=[C:19]4[C:25]5[CH:26]=[CH:27][CH:28]=[CH:29][C:24]=5[CH2:23][O:22][C:21]5[CH:30]=[C:31]([F:34])[CH:32]=[CH:33][C:20]4=5)=[CH:12][C:7]=3[NH:6][C:5]2=[O:16])[CH2:3][CH2:2]1. (3) Given the reactants [OH:1][C:2]1[CH:7]=[C:6]([CH3:8])[C:5]([C:9]2[C:13](=[O:14])[CH2:12][CH:11]([CH2:15][CH2:16][NH:17][C:18]([C:20]3[CH:25]=[CH:24][CH:23]=[CH:22][N:21]=3)=[O:19])[C:10]=2[O:26][CH3:27])=[C:4]([CH3:28])[CH:3]=1.[Cl:29][C:30]1[C:31](F)=[N:32][CH:33]=[C:34]([C:36]([F:39])([F:38])[F:37])[CH:35]=1.C(=O)([O-])[O-].[K+].[K+], predict the reaction product. The product is: [Cl:29][C:30]1[C:31]([O:1][C:2]2[CH:7]=[C:6]([CH3:8])[C:5]([C:9]3[C:13](=[O:14])[CH2:12][CH:11]([CH2:15][CH2:16][NH:17][C:18]([C:20]4[CH:25]=[CH:24][CH:23]=[CH:22][N:21]=4)=[O:19])[C:10]=3[O:26][CH3:27])=[C:4]([CH3:28])[CH:3]=2)=[N:32][CH:33]=[C:34]([C:36]([F:38])([F:37])[F:39])[CH:35]=1. (4) Given the reactants [C:1]([C:3]1[CH:28]=[CH:27][C:6]([CH2:7][NH:8][C:9](=[O:26])[CH:10]([O:23][CH2:24][CH3:25])[N:11]2[C:19](=[O:20])[C:18]3[C:13](=[CH:14][CH:15]=[CH:16][C:17]=3[F:21])[C:12]2=[O:22])=[C:5]([N+:29]([O-])=O)[CH:4]=1)#[N:2], predict the reaction product. The product is: [NH2:29][C:5]1[CH:4]=[C:3]([C:1]#[N:2])[CH:28]=[CH:27][C:6]=1[CH2:7][NH:8][C:9](=[O:26])[CH:10]([O:23][CH2:24][CH3:25])[N:11]1[C:19](=[O:20])[C:18]2[C:13](=[CH:14][CH:15]=[CH:16][C:17]=2[F:21])[C:12]1=[O:22].